From a dataset of Acute oral toxicity (LD50) regression data from Zhu et al.. Regression/Classification. Given a drug SMILES string, predict its toxicity properties. Task type varies by dataset: regression for continuous values (e.g., LD50, hERG inhibition percentage) or binary classification for toxic/non-toxic outcomes (e.g., AMES mutagenicity, cardiotoxicity, hepatotoxicity). Dataset: ld50_zhu. (1) The molecule is COc1cc(C(=O)N(C)C)nn1-c1cccc(Cl)c1. The rat oral LD50 is 2.55, given as -log10 of the dose in mol/kg body weight (higher means more acutely toxic). (2) The molecule is CCOC(=O)C=C(C)OP(=O)(OCC)OCC. The rat oral LD50 is 4.08, given as -log10 of the dose in mol/kg body weight (higher means more acutely toxic). (3) The drug is CC(CC(=O)c1ccc(-c2ccc(F)cc2F)cc1)C(=O)O. The rat oral LD50 is 3.36, given as -log10 of the dose in mol/kg body weight (higher means more acutely toxic). (4) The molecule is OCC(O)CN1CCN(c2ccccc2)CC1. The rat oral LD50 is 2.43, given as -log10 of the dose in mol/kg body weight (higher means more acutely toxic). (5) The compound is CNC(=O)Oc1ccccc1C1SCCS1. The rat oral LD50 is 3.45, given as -log10 of the dose in mol/kg body weight (higher means more acutely toxic). (6) The molecule is O=C(Nc1cc(F)ccc1F)NC1CC1. The rat oral LD50 is 3.15, given as -log10 of the dose in mol/kg body weight (higher means more acutely toxic). (7) The drug is CCCCOCCOCC. The rat oral LD50 is 1.71, given as -log10 of the dose in mol/kg body weight (higher means more acutely toxic). (8) The drug is C#CCc1ccc(COC(=O)C2C(C=C(C)C)C2(C)C)o1. The rat oral LD50 is 1.46, given as -log10 of the dose in mol/kg body weight (higher means more acutely toxic).